This data is from Catalyst prediction with 721,799 reactions and 888 catalyst types from USPTO. The task is: Predict which catalyst facilitates the given reaction. (1) Reactant: [C:1]([C:4]1[CH:9]=[CH:8][N:7]=[CH:6][CH:5]=1)(=O)[CH3:2].C(=O)([O-])[O-].[K+].[K+].O.[C:17]([OH:21])(=O)[CH:18]=O.O.[NH2:23][NH2:24]. Product: [N:7]1[CH:8]=[CH:9][C:4]([C:1]2[CH:2]=[CH:18][C:17](=[O:21])[NH:23][N:24]=2)=[CH:5][CH:6]=1. The catalyst class is: 211. (2) Reactant: [CH2:1]([O:9][B:10]([O-:20])[O:11][CH2:12][C:13]1[C:14](=[CH:16][CH:17]=[CH:18][CH:19]=1)[OH:15])[C:2]1[C:3](=[CH:5][CH:6]=[CH:7][CH:8]=1)[OH:4].[Li+].[Cl-].[CH2:23]([N+:27]1[CH:31]=[CH:30][N:29]([CH3:32])[CH:28]=1)[CH2:24][CH2:25][CH3:26]. Product: [CH2:12]([O:11][B:10]([O-:20])[O:9][CH2:1][C:2]1[C:3](=[CH:5][CH:6]=[CH:7][CH:8]=1)[OH:4])[C:13]1[C:14](=[CH:16][CH:17]=[CH:18][CH:19]=1)[OH:15].[CH2:23]([N+:27]1[CH:31]=[CH:30][N:29]([CH3:32])[CH:28]=1)[CH2:24][CH2:25][CH3:26]. The catalyst class is: 6. (3) Reactant: [NH:1]1[CH2:5][CH2:4][CH:3]([C:6]2[CH:7]=[N:8][CH:9]=[CH:10][CH:11]=2)[CH2:2]1.CN(C(ON1N=NC2C=CC=CC1=2)=[N+](C)C)C.[B-](F)(F)(F)F.C(N(C(C)C)C(C)C)C.[CH2:43]([C:47]1[O:51][N:50]=[CH:49][C:48]=1[C:52](O)=[O:53])[CH2:44][CH2:45][CH3:46]. Product: [CH2:43]([C:47]1[O:51][N:50]=[CH:49][C:48]=1[C:52]([N:1]1[CH2:5][CH2:4][CH:3]([C:6]2[CH:7]=[N:8][CH:9]=[CH:10][CH:11]=2)[CH2:2]1)=[O:53])[CH2:44][CH2:45][CH3:46]. The catalyst class is: 3.